Dataset: Experimentally validated miRNA-target interactions with 360,000+ pairs, plus equal number of negative samples. Task: Binary Classification. Given a miRNA mature sequence and a target amino acid sequence, predict their likelihood of interaction. (1) The miRNA is cel-miR-786-3p with sequence UAAUGCCCUGAAUGAUGUUCAAU. The protein sequence of the target gene is MKTFIIGISGVTNSGKTTLAKNLQKHLPNCSVISQDDFFKPESEIETDKNGFLQYDVLEALNMEKMMSAISCWMESARHSVVSTDQESAEEIPILIIEGFLLFNYKPLDTIWNRSYFLTIPYEECKRRRSTRVYQPPDSPGYFDGHVWPMYLKYRQEMQDITWEVVYLDGTKSEEDLFLQVYEDLIQELAKQKCLQVTA. Result: 0 (no interaction). (2) The miRNA is hsa-miR-32-5p with sequence UAUUGCACAUUACUAAGUUGCA. The protein sequence of the target gene is MVQRLWVSRLLRHRKAQLLLVNLLTFGLEVCLAAGITYVPPLLLEVGVEEKFMTMVLGIGPVLGLVCVPLLGSASDHWRGRYGRRRPFIWALSLGILLSLFLIPRAGWLAGLLCPDPRPLELALLILGVGLLDFCGQVCFTPLEALLSDLFRDPDHCRQAYSVYAFMISLGGCLGYLLPAIDWDTSALAPYLGTQEECLFGLLTLIFLTCVAATLLVAEEAALGPTEPAEGLSAPSLSPHCCPCRARLAFRNLGALLPRLHQLCCRMPRTLRRLFVAELCSWMALMTFTLFYTDFVGEGL.... Result: 1 (interaction).